This data is from Forward reaction prediction with 1.9M reactions from USPTO patents (1976-2016). The task is: Predict the product of the given reaction. The product is: [Cl:5][C:6]1[CH:11]=[C:10]([C:15](=[O:21])[CH2:16][CH2:17][CH2:18][CH2:19][CH3:20])[CH:9]=[C:8]([F:12])[C:7]=1[O:13][CH3:14]. Given the reactants [Cl-].[Al+3].[Cl-].[Cl-].[Cl:5][C:6]1[CH:11]=[CH:10][CH:9]=[C:8]([F:12])[C:7]=1[O:13][CH3:14].[C:15](Cl)(=[O:21])[CH2:16][CH2:17][CH2:18][CH2:19][CH3:20].Cl, predict the reaction product.